This data is from Full USPTO retrosynthesis dataset with 1.9M reactions from patents (1976-2016). The task is: Predict the reactants needed to synthesize the given product. Given the product [CH3:1][O:2][C:3]([C:4]1[C:14]([CH3:15])=[N:16][N:6]([C:7]2[CH:8]=[CH:9][CH:10]=[CH:11][CH:12]=2)[CH:5]=1)=[O:13], predict the reactants needed to synthesize it. The reactants are: [CH3:1][O:2][C:3](=[O:13])[CH:4]=[CH:5][NH:6][C:7]1[CH:12]=[CH:11][CH:10]=[CH:9][CH:8]=1.[C:14](#[N:16])[CH3:15].